This data is from Experimentally validated miRNA-target interactions with 360,000+ pairs, plus equal number of negative samples. The task is: Binary Classification. Given a miRNA mature sequence and a target amino acid sequence, predict their likelihood of interaction. Result: 0 (no interaction). The miRNA is hsa-miR-3188 with sequence AGAGGCUUUGUGCGGAUACGGGG. The protein sequence of the target gene is MASLRRVKVLLVLNLIAVAGFVLFLAKCRPIAVRSGDAFHEIRPRAEVANLSAHSASPIQDAVLKRLSLLEDIVYRQLNGLSKSLGLIEGYGGRGKGGLPATLSPAEEEKAKGPHEKYGYNSYLSEKISLDRSIPDYRPTKCKELKYSKDLPQISIIFIFVNEALSVILRSVHSAVNHTPTHLLKEIILVDDNSDEEELKVPLEEYVHKRYPGLVKVVRNQKREGLIRARIEGWKVATGQVTGFFDAHVEFTAGWAEPVLSRIQENRKRVILPSIDNIKQDNFEVQRYENSAHGYSWELW....